Dataset: Full USPTO retrosynthesis dataset with 1.9M reactions from patents (1976-2016). Task: Predict the reactants needed to synthesize the given product. (1) Given the product [CH:16]1([N:15]2[C:14]3[S:22][C:23]([C:25]([O:27][CH3:28])=[O:26])=[CH:24][C:13]=3[N:12]=[C:11]2[C:8]2[CH:9]=[CH:10][C:5]([OH:4])=[CH:6][CH:7]=2)[CH2:17][CH2:18][CH2:19][CH2:20][CH2:21]1, predict the reactants needed to synthesize it. The reactants are: C([O:4][C:5]1[CH:10]=[CH:9][C:8]([C:11]2[N:15]([CH:16]3[CH2:21][CH2:20][CH2:19][CH2:18][CH2:17]3)[C:14]3[S:22][C:23]([C:25]([O:27][CH3:28])=[O:26])=[CH:24][C:13]=3[N:12]=2)=[CH:7][CH:6]=1)(=O)C.C(=O)([O-])[O-].[K+].[K+]. (2) Given the product [Cl:17][C:11]1[CH:12]=[CH:13][CH:14]=[C:15]([Cl:16])[C:10]=1[C:9]([NH:8][C:6]1[CH:5]=[CH:4][N:3]=[C:2]([NH:19][C:20]2[S:21][CH:22]=[CH:23][N:24]=2)[CH:7]=1)=[O:18], predict the reactants needed to synthesize it. The reactants are: Br[C:2]1[CH:7]=[C:6]([NH:8][C:9](=[O:18])[C:10]2[C:15]([Cl:16])=[CH:14][CH:13]=[CH:12][C:11]=2[Cl:17])[CH:5]=[CH:4][N:3]=1.[NH2:19][C:20]1[S:21][CH:22]=[CH:23][N:24]=1.C([O-])([O-])=O.[Cs+].[Cs+].C1(P(C2C=CC=CC=2)C2C3OC4C(=CC=CC=4P(C4C=CC=CC=4)C4C=CC=CC=4)C(C)(C)C=3C=CC=2)C=CC=CC=1. (3) Given the product [CH3:1][S:2]([NH:13][C:14]1[CH:15]=[C:16]([NH:20][C:21](=[O:38])[C:22]([NH:24][C:25]2[CH:30]=[CH:29][C:28]([C:31]3[O:35][CH:34]=[N:33][CH:32]=3)=[C:27]([O:36][CH3:37])[CH:26]=2)=[O:23])[CH:17]=[CH:18][CH:19]=1)(=[O:4])=[O:3], predict the reactants needed to synthesize it. The reactants are: [CH3:1][S:2](Cl)(=[O:4])=[O:3].FC(F)(F)C(O)=O.[NH2:13][C:14]1[CH:15]=[C:16]([NH:20][C:21](=[O:38])[C:22]([NH:24][C:25]2[CH:30]=[CH:29][C:28]([C:31]3[O:35][CH:34]=[N:33][CH:32]=3)=[C:27]([O:36][CH3:37])[CH:26]=2)=[O:23])[CH:17]=[CH:18][CH:19]=1.C(N(CC)CC)C. (4) Given the product [NH2:1][C:2]1[N:6]([C:7]2[CH:8]=[C:9]([CH:10]=[CH:11][CH:12]=2)[O:13][CH2:19][CH2:20][CH2:21][OH:22])[N:5]=[C:4]([C:14]([CH3:17])([CH3:16])[CH3:15])[CH:3]=1, predict the reactants needed to synthesize it. The reactants are: [NH2:1][C:2]1[N:6]([C:7]2[CH:8]=[C:9]([OH:13])[CH:10]=[CH:11][CH:12]=2)[N:5]=[C:4]([C:14]([CH3:17])([CH3:16])[CH3:15])[CH:3]=1.Cl[CH2:19][CH2:20][CH2:21][OH:22].C(=O)([O-])[O-].[K+].[K+].[I-].[Na+].